This data is from Forward reaction prediction with 1.9M reactions from USPTO patents (1976-2016). The task is: Predict the product of the given reaction. (1) Given the reactants [CH2:1]([OH:5])[CH:2](O)[CH3:3].CC(O)[CH2:8][O:9][CH:10]([CH2:12][OH:13])C.CC(O)COC(COC(CO)C)C, predict the reaction product. The product is: [CH:1](=[O:5])[CH2:2][CH3:3].[O:13]1[CH2:12][CH2:10][O:9][CH2:8]1. (2) The product is: [CH2:8]([O:7][C:1]([C:2]1[C:3]([CH3:5])=[N:35][C:33]([S:32][CH2:30][CH3:31])=[N:34][CH:10]=1)=[O:6])[CH3:9]. Given the reactants [C:1]([O:7][CH2:8][CH3:9])(=[O:6])[CH2:2][C:3]([CH3:5])=O.[CH3:10]OC(OC)N(C)C.C1(C)C=CC(S(O)(=O)=O)=CC=1.Br.[CH2:30]([S:32][C:33](=[NH:35])[NH2:34])[CH3:31], predict the reaction product.